Dataset: Full USPTO retrosynthesis dataset with 1.9M reactions from patents (1976-2016). Task: Predict the reactants needed to synthesize the given product. (1) Given the product [Br:1][C:2]1[CH:3]=[C:4]([CH:9]2[C:10]3[C:27](=[O:28])[CH2:26][O:25][CH2:24][C:11]=3[NH:12][C:13]3[CH:20]([CH2:21][CH2:22][CH3:23])[O:17][C:15](=[O:16])[C:14]2=3)[CH:5]=[CH:6][C:7]=1[F:8], predict the reactants needed to synthesize it. The reactants are: [Br:1][C:2]1[CH:3]=[C:4]([CH:9]2[C:14]([C:15]([O:17]CC)=[O:16])=[C:13]([CH2:20][CH2:21][CH2:22][CH3:23])[NH:12][C:11]3[CH2:24][O:25][CH2:26][C:27](=[O:28])[C:10]2=3)[CH:5]=[CH:6][C:7]=1[F:8].BrN1C(=O)CCC1=O. (2) Given the product [CH3:1][O:2][C@H:3]([C@@H:8]([CH3:15])[C@@H:9]([O:13][CH3:14])/[CH:10]=[CH:11]/[CH3:12])[C@@H:4]([CH3:7])[CH2:5][O:6][C:16](=[O:21])[C:17]([CH3:20])([CH3:19])[CH3:18], predict the reactants needed to synthesize it. The reactants are: [CH3:1][O:2][C@H:3]([C@@H:8]([CH3:15])[C@@H:9]([O:13][CH3:14])/[CH:10]=[CH:11]/[CH3:12])[C@@H:4]([CH3:7])[CH2:5][OH:6].[C:16](Cl)(=[O:21])[C:17]([CH3:20])([CH3:19])[CH3:18].